This data is from Reaction yield outcomes from USPTO patents with 853,638 reactions. The task is: Predict the reaction yield, written as a fraction of the theoretical maximum amount of product (1.0 means a 100% yield; for example, 0.34 means a 34% yield). (1) The reactants are [N:1]1[C:14]2[C:13]3[C:8](=[CH:9][CH:10]=[CH:11][N:12]=3)[C:7]3[CH:15]=[CH:16][CH:17]=[CH:18][C:6]=3[C:5]=2[CH:4]=[CH:3][CH:2]=1.[CH3:19][I:20]. The catalyst is C(#N)C. The product is [I-:20].[CH3:19][N+:1]1[C:14]2[C:13]3[C:8](=[CH:9][CH:10]=[CH:11][N:12]=3)[C:7]3[CH:15]=[CH:16][CH:17]=[CH:18][C:6]=3[C:5]=2[CH:4]=[CH:3][CH:2]=1. The yield is 0.910. (2) The reactants are [CH2:1]([O:8][C:9](=[O:39])[N:10]([C@H:20]1[C@@H:23]([CH2:24][C:25]#[CH:26])[N:22]([CH2:27][C:28]2[CH:33]=[CH:32][C:31]([O:34][CH3:35])=[CH:30][C:29]=2[O:36][CH3:37])[C:21]1=[O:38])[CH2:11][C:12]1[CH:17]=[CH:16][C:15]([O:18][CH3:19])=[CH:14][CH:13]=1)[C:2]1[CH:7]=[CH:6][CH:5]=[CH:4][CH:3]=1.C(O)(C)(C)C.O=C1O[C@H]([C@H](CO)O)C([O-])=C1O.[Na+].[C:58]([NH:65][CH2:66][CH2:67][N:68]=[N+:69]=[N-:70])([O:60][C:61]([CH3:64])([CH3:63])[CH3:62])=[O:59]. The catalyst is CS(C)=O.CCOC(C)=O.O.O.O.O.O.O.S([O-])([O-])(=O)=O.[Cu+2]. The product is [CH2:1]([O:8][C:9](=[O:39])[N:10]([C@@H:20]1[C:21](=[O:38])[N:22]([CH2:27][C:28]2[CH:33]=[CH:32][C:31]([O:34][CH3:35])=[CH:30][C:29]=2[O:36][CH3:37])[C@@H:23]1[CH2:24][C:25]1[N:70]=[N:69][N:68]([CH2:67][CH2:66][NH:65][C:58]([O:60][C:61]([CH3:64])([CH3:63])[CH3:62])=[O:59])[CH:26]=1)[CH2:11][C:12]1[CH:13]=[CH:14][C:15]([O:18][CH3:19])=[CH:16][CH:17]=1)[C:2]1[CH:7]=[CH:6][CH:5]=[CH:4][CH:3]=1. The yield is 0.440.